Dataset: Reaction yield outcomes from USPTO patents with 853,638 reactions. Task: Predict the reaction yield, written as a fraction of the theoretical maximum amount of product (1.0 means a 100% yield; for example, 0.34 means a 34% yield). The reactants are [CH3:1]N(C)C=O.[F:6][C:7]1[CH:16]=[C:15]([C:17]2[N:21]=[C:20]([CH:22]([O:25][C:26]3[CH:31]=[CH:30][C:29]([C:32]4[N:36]=[C:35]([CH:37]([CH3:39])[CH3:38])[O:34][N:33]=4)=[CH:28][CH:27]=3)[CH2:23][CH3:24])[O:19][N:18]=2)[CH:14]=[CH:13][C:8]=1[C:9](OC)=[O:10].[C:40]([O:44][C:45]([NH:47][CH2:48][C:49]([OH:51])=[O:50])=[O:46])([CH3:43])([CH3:42])[CH3:41].CN(C)CCCN=C=[N:59][CH2:60][CH3:61]. The catalyst is CN(C)C1C=CN=CC=1.O. The product is [C:40]([O:44][C:45]([NH:47][CH2:48][C:49]([O:51][CH2:1][C@H:60]([NH:59][C:9](=[O:10])[C:8]1[CH:13]=[CH:14][C:15]([C:17]2[N:21]=[C:20]([CH:22]([O:25][C:26]3[CH:27]=[CH:28][C:29]([C:32]4[N:36]=[C:35]([CH:37]([CH3:39])[CH3:38])[O:34][N:33]=4)=[CH:30][CH:31]=3)[CH2:23][CH3:24])[O:19][N:18]=2)=[CH:16][C:7]=1[F:6])[CH3:61])=[O:50])=[O:46])([CH3:43])([CH3:41])[CH3:42]. The yield is 1.00.